This data is from Full USPTO retrosynthesis dataset with 1.9M reactions from patents (1976-2016). The task is: Predict the reactants needed to synthesize the given product. (1) Given the product [O:12]1[C:16]2([CH2:21][CH2:20][CH:19]([N:4]3[C:5]4=[N:6][CH:7]=[N:8][C:9]([NH2:11])=[C:10]4[C:2]([I:1])=[N:3]3)[CH2:18][CH2:17]2)[O:15][CH2:14][CH2:13]1, predict the reactants needed to synthesize it. The reactants are: [I:1][C:2]1[C:10]2[C:5](=[N:6][CH:7]=[N:8][C:9]=2[NH2:11])[NH:4][N:3]=1.[O:12]1[C:16]2([CH2:21][CH2:20][CH:19](O)[CH2:18][CH2:17]2)[O:15][CH2:14][CH2:13]1.C1(P(C2C=CC=CC=2)C2C=CC=CC=2)C=CC=CC=1.N(C(OCC)=O)=NC(OCC)=O. (2) Given the product [Br:1][C:2]1[CH:3]=[C:4]([F:12])[C:5]([CH2:6][OH:7])=[C:9]([F:11])[CH:10]=1, predict the reactants needed to synthesize it. The reactants are: [Br:1][C:2]1[CH:10]=[C:9]([F:11])[C:5]([C:6](O)=[O:7])=[C:4]([F:12])[CH:3]=1.CO. (3) Given the product [CH3:14][O:13][C:6]1[CH:7]=[C:8]([O:11][CH3:12])[CH:9]=[CH:10][C:5]=1[C:3](=[O:4])[CH2:2][S:15][C:16]1[CH:24]=[CH:23][C:19]([C:20]([OH:22])=[O:21])=[CH:18][CH:17]=1, predict the reactants needed to synthesize it. The reactants are: Br[CH2:2][C:3]([C:5]1[CH:10]=[CH:9][C:8]([O:11][CH3:12])=[CH:7][C:6]=1[O:13][CH3:14])=[O:4].[SH:15][C:16]1[CH:24]=[CH:23][C:19]([C:20]([OH:22])=[O:21])=[CH:18][CH:17]=1. (4) Given the product [F:11][C:8]1[CH:9]=[CH:10][C:5]2[N:4]([CH3:3])[C:1]([OH:2])=[N:12][C:6]=2[CH:7]=1, predict the reactants needed to synthesize it. The reactants are: [CH3:1][OH:2].[CH3:3][NH:4][C:5]1[CH:10]=[CH:9][C:8]([F:11])=[CH:7][C:6]=1[N+:12]([O-])=O.O. (5) Given the product [CH3:1][CH2:2][O:3][C:4]([CH:6]1[N:24]([CH2:17][C:18]2[CH:23]=[CH:22][CH:21]=[CH:20][CH:19]=2)[CH:9]([C:10]([O:12][CH2:13][CH3:14])=[O:11])[CH2:8][CH2:7]1)=[O:5], predict the reactants needed to synthesize it. The reactants are: [CH3:1][CH2:2][O:3][C:4]([CH:6](Br)[CH2:7][CH2:8][CH:9](Br)[C:10]([O:12][CH2:13][CH3:14])=[O:11])=[O:5].[CH2:17]([NH2:24])[C:18]1[CH:23]=[CH:22][CH:21]=[CH:20][CH:19]=1.